Task: Predict the product of the given reaction.. Dataset: Forward reaction prediction with 1.9M reactions from USPTO patents (1976-2016) (1) Given the reactants [N+:1]([C:4]1[CH:5]=[N:6][N:7]([CH:9]2[CH2:14][CH2:13][NH:12][CH2:11][CH2:10]2)[CH:8]=1)([O-:3])=[O:2].C(O[C:18]1(O[Si](C)(C)C)[CH2:20][CH2:19]1)C.C(O)(=O)C.C([BH3-])#N.[Na+], predict the reaction product. The product is: [CH:18]1([N:12]2[CH2:13][CH2:14][CH:9]([N:7]3[CH:8]=[C:4]([N+:1]([O-:3])=[O:2])[CH:5]=[N:6]3)[CH2:10][CH2:11]2)[CH2:20][CH2:19]1. (2) Given the reactants [C:1]([O:5][C:6]([N:8]1[CH2:13][CH2:12][CH:11]([CH:14]2[O:23][C:17]3=[CH:18][N:19]=[C:20](Cl)[CH:21]=[C:16]3[CH2:15]2)[CH2:10][CH2:9]1)=[O:7])([CH3:4])([CH3:3])[CH3:2].[F:24][C:25]1[CH:26]=[C:27](B(O)O)[CH:28]=[CH:29][C:30]=1[S:31]([CH3:34])(=[O:33])=[O:32], predict the reaction product. The product is: [C:1]([O:5][C:6]([N:8]1[CH2:13][CH2:12][CH:11]([CH:14]2[O:23][C:17]3=[CH:18][N:19]=[C:20]([C:27]4[CH:28]=[CH:29][C:30]([S:31]([CH3:34])(=[O:32])=[O:33])=[C:25]([F:24])[CH:26]=4)[CH:21]=[C:16]3[CH2:15]2)[CH2:10][CH2:9]1)=[O:7])([CH3:4])([CH3:3])[CH3:2]. (3) Given the reactants [F:1][C:2]1[C:3]([NH:17][CH2:18][OH:19])=[N:4][C:5]([O:8][CH2:9][C:10]2[CH:15]=[CH:14][C:13]([F:16])=[CH:12][CH:11]=2)=[N:6][CH:7]=1.[C:20]1([CH3:30])[CH:25]=[CH:24][C:23](S(O)(=O)=O)=[CH:22][CH:21]=1, predict the reaction product. The product is: [CH2:30]([O:19][CH2:18][NH:17][C:3]1[C:2]([F:1])=[CH:7][N:6]=[C:5]([O:8][CH2:9][C:10]2[CH:11]=[CH:12][C:13]([F:16])=[CH:14][CH:15]=2)[N:4]=1)[C:20]1[CH:25]=[CH:24][CH:23]=[CH:22][CH:21]=1. (4) Given the reactants [C:1]1(=O)[C:6]2[CH2:7][O:8][CH2:9][C:5]=2[CH:4]=[N:3][NH:2]1.C1C2C=C(N)N=CC=2CO1.S(Cl)([Cl:23])=O, predict the reaction product. The product is: [Cl:23][C:1]1[C:6]2[CH2:7][O:8][CH2:9][C:5]=2[CH:4]=[N:3][N:2]=1. (5) Given the reactants [NH2:1][C:2]1[CH:24]=[C:23]2[C:5]([CH2:6][C:7]([CH3:26])([CH3:25])[CH2:8][C:9]32[CH2:14][CH2:13][S:12][C:11]([NH:15][C:16](=[O:22])[O:17][C:18]([CH3:21])([CH3:20])[CH3:19])=[N:10]3)=[CH:4][CH:3]=1.[Br:27][C:28]1[CH:29]=[CH:30][C:31]([C:34](O)=[O:35])=[N:32][CH:33]=1.[Cl-].COC1N=C(OC)N=C([N+]2(C)CCOCC2)N=1, predict the reaction product. The product is: [Br:27][C:28]1[CH:29]=[CH:30][C:31]([C:34]([NH:1][C:2]2[CH:24]=[C:23]3[C:5]([CH2:6][C:7]([CH3:26])([CH3:25])[CH2:8][C:9]43[CH2:14][CH2:13][S:12][C:11]([NH:15][C:16](=[O:22])[O:17][C:18]([CH3:21])([CH3:19])[CH3:20])=[N:10]4)=[CH:4][CH:3]=2)=[O:35])=[N:32][CH:33]=1. (6) Given the reactants [NH2:1][N:2]1[C:6]2[CH:7]=[CH:8][CH:9]=[CH:10][C:5]=2[N:4]=[C:3]1[S:11][CH2:12][C:13]1[C:18]([CH3:19])=[C:17]([O:20][CH2:21][C:22]([F:25])([F:24])[F:23])[CH:16]=[CH:15][N:14]=1.[CH2:26](O)[CH:27]=[O:28].Cl.[BH4-].[Na+], predict the reaction product. The product is: [OH:28][CH2:27][CH2:26][NH:1][N:2]1[C:6]2[CH:7]=[CH:8][CH:9]=[CH:10][C:5]=2[N:4]=[C:3]1[S:11][CH2:12][C:13]1[C:18]([CH3:19])=[C:17]([O:20][CH2:21][C:22]([F:25])([F:24])[F:23])[CH:16]=[CH:15][N:14]=1. (7) Given the reactants Cl.[Cl:2]C1C=CC(O[CH:8]2[CH2:13][CH2:12][NH:11][CH2:10][CH2:9]2)=CC=1F.[F:17][C:18]1[CH:19]=[C:20]([OH:27])[CH:21]=[C:22]([F:26])[C:23]=1[O:24][CH3:25], predict the reaction product. The product is: [ClH:2].[F:17][C:18]1[CH:19]=[C:20]([CH:21]=[C:22]([F:26])[C:23]=1[O:24][CH3:25])[O:27][CH:8]1[CH2:13][CH2:12][NH:11][CH2:10][CH2:9]1.